From a dataset of Reaction yield outcomes from USPTO patents with 853,638 reactions. Predict the reaction yield, written as a fraction of the theoretical maximum amount of product (1.0 means a 100% yield; for example, 0.34 means a 34% yield). (1) The reactants are Br[C:2]1[C:3]([C:16]2[CH:21]=[CH:20][CH:19]=[CH:18][CH:17]=2)=[N:4][C:5]2[C:10]([N:11]=1)=[CH:9][C:8]([C:12]([O:14]C)=[O:13])=[CH:7][CH:6]=2.[S:22]1[CH:26]=[CH:25][C:24](B(O)O)=[CH:23]1. No catalyst specified. The product is [C:16]1([C:3]2[C:2]([C:24]3[CH:25]=[CH:26][S:22][CH:23]=3)=[N:11][C:10]3[C:5](=[CH:6][CH:7]=[C:8]([C:12]([OH:14])=[O:13])[CH:9]=3)[N:4]=2)[CH:21]=[CH:20][CH:19]=[CH:18][CH:17]=1. The yield is 0.390. (2) The product is [CH2:7]([O:11][CH2:12][C:13]1[CH:14]=[CH:15][C:16]([CH2:17][NH2:18])=[CH:19][CH:20]=1)[CH2:8][CH2:9][CH3:10]. The reactants are [H-].[Al+3].[Li+].[H-].[H-].[H-].[CH2:7]([O:11][CH2:12][C:13]1[CH:20]=[CH:19][C:16]([C:17]#[N:18])=[CH:15][CH:14]=1)[CH2:8][CH2:9][CH3:10].N. The catalyst is O1CCCC1. The yield is 1.01. (3) The reactants are [F:1][C:2]1[CH:3]=[CH:4][CH:5]=[C:6]2[C:10]=1[N:9]([CH3:11])[CH:8]=[C:7]2[CH2:12][NH:13][CH3:14].CNCC1C2C=CC=CC=2N2CCCC=12.[NH2:30][C:31]1[N:36]=[CH:35][C:34](/[CH:37]=[CH:38]/[C:39]([OH:41])=O)=[CH:33][CH:32]=1.Cl.O=C1NC2N=CC(/C=C/C(O)=O)=CC=2CC1. No catalyst specified. The product is [NH2:30][C:31]1[N:36]=[CH:35][C:34](/[CH:37]=[CH:38]/[C:39]([N:13]([CH2:12][C:7]2[C:6]3[C:10](=[C:2]([F:1])[CH:3]=[CH:4][CH:5]=3)[N:9]([CH3:11])[CH:8]=2)[CH3:14])=[O:41])=[CH:33][CH:32]=1. The yield is 0.270. (4) The reactants are [N+:1]([C:4]1[CH:9]=[CH:8][C:7]([C:10](=[O:17])[CH2:11][C:12]([O:14]CC)=O)=[CH:6][CH:5]=1)([O-:3])=[O:2].CC1C=CC=CC=1C.[CH3:26][C:27]1[CH:33]=[CH:32][C:30]([NH2:31])=[CH:29][C:28]=1[C:34]([F:37])([F:36])[F:35]. The catalyst is C(O)C. The product is [CH3:26][C:27]1[CH:33]=[CH:32][C:30]([NH:31][C:12](=[O:14])[CH2:11][C:10]([C:7]2[CH:6]=[CH:5][C:4]([N+:1]([O-:3])=[O:2])=[CH:9][CH:8]=2)=[O:17])=[CH:29][C:28]=1[C:34]([F:35])([F:36])[F:37]. The yield is 0.960. (5) The reactants are [Br:1][C:2]1[C:7]([F:8])=[CH:6][C:5]([N+:9]([O-:11])=[O:10])=[C:4](F)[CH:3]=1.Cl.Cl.[O:15]1[CH2:20][CH2:19][CH:18]([N:21]2[CH2:26][CH2:25][CH:24]([NH2:27])[CH2:23][CH2:22]2)[CH2:17][CH2:16]1.C(N(C(C)C)CC)(C)C. The catalyst is CN(C)C=O. The product is [Br:1][C:2]1[C:7]([F:8])=[CH:6][C:5]([N+:9]([O-:11])=[O:10])=[C:4]([NH:27][CH:24]2[CH2:23][CH2:22][N:21]([CH:18]3[CH2:19][CH2:20][O:15][CH2:16][CH2:17]3)[CH2:26][CH2:25]2)[CH:3]=1. The yield is 0.960. (6) The reactants are [Cl:1][C:2]1[CH:3]=[C:4]([C:12]2[N:16]=[C:15]([C:17]3[C:18]([CH3:24])=[C:19]([OH:23])[CH:20]=[CH:21][CH:22]=3)[O:14][N:13]=2)[CH:5]=[CH:6][C:7]=1[O:8][CH:9]([CH3:11])[CH3:10].CC1(C)[O:30][C@@H:29]([CH2:31]O)[CH2:28][O:27]1.C1(P(C2C=CC=CC=2)C2C=CC=CC=2)C=CC=CC=1.Cl.C(O)(C(F)(F)F)=O. The catalyst is C1COCC1.CCOCC. The product is [Cl:1][C:2]1[CH:3]=[C:4]([C:12]2[N:16]=[C:15]([C:17]3[C:18]([CH3:24])=[C:19]([CH:20]=[CH:21][CH:22]=3)[O:23][CH2:31][C@H:29]([OH:30])[CH2:28][OH:27])[O:14][N:13]=2)[CH:5]=[CH:6][C:7]=1[O:8][CH:9]([CH3:10])[CH3:11]. The yield is 0.330. (7) The reactants are [NH2:1][CH:2]([CH2:6][CH:7]([CH3:9])[CH3:8])[C:3]([OH:5])=[O:4].Cl.[CH3:11]O. No catalyst specified. The product is [NH2:1][CH:2]([CH2:6][CH:7]([CH3:9])[CH3:8])[C:3]([O:5][CH3:11])=[O:4]. The yield is 0.960. (8) The reactants are [CH:1]1(/[C:7](/[CH2:11][CH3:12])=[CH:8]/[CH2:9][OH:10])[CH2:6][CH2:5][CH2:4][CH2:3][CH2:2]1.CC(OI1(OC(C)=O)(OC(C)=O)OC(=O)C2C=CC=CC1=2)=O.C([O-])(O)=O.[Na+].[O-]S([O-])(=S)=O.[Na+].[Na+]. The catalyst is ClCCl. The product is [CH:1]1(/[C:7](/[CH2:11][CH3:12])=[CH:8]/[CH:9]=[O:10])[CH2:6][CH2:5][CH2:4][CH2:3][CH2:2]1. The yield is 0.680. (9) The reactants are [C:1]1([Si:7]([Cl:10])([Cl:9])[Cl:8])[CH:6]=[CH:5][CH:4]=[CH:3][CH:2]=1.[CH3:11][SiH:12]([Cl:14])[Cl:13]. The catalyst is [Mg].[Cl-].[Li+]. The product is [C:1]1([Si:7]([Cl:10])([Cl:9])[Cl:8])[CH:6]=[CH:5][CH:4]=[CH:3][CH:2]=1.[CH3:11][SiH:12]([Cl:14])[Cl:13]. The yield is 1.00.